Dataset: Forward reaction prediction with 1.9M reactions from USPTO patents (1976-2016). Task: Predict the product of the given reaction. (1) Given the reactants Cl.Cl.[NH:3]1[CH2:8][CH2:7][CH:6]([O:9][C:10]2[CH:25]=[CH:24][C:13]([O:14][CH2:15][CH2:16][CH2:17][N:18]3[CH2:23][CH2:22][CH2:21][CH2:20][CH2:19]3)=[CH:12][CH:11]=2)[CH2:5][CH2:4]1.[Cl:26]CCl.Cl[C:30]([O:32][CH2:33][CH3:34])=[O:31], predict the reaction product. The product is: [ClH:26].[CH2:33]([O:32][C:30]([N:3]1[CH2:4][CH2:5][CH:6]([O:9][C:10]2[CH:11]=[CH:12][C:13]([O:14][CH2:15][CH2:16][CH2:17][N:18]3[CH2:23][CH2:22][CH2:21][CH2:20][CH2:19]3)=[CH:24][CH:25]=2)[CH2:7][CH2:8]1)=[O:31])[CH3:34]. (2) Given the reactants [CH2:1]([O:3][C:4](=[O:27])/[CH:5]=[CH:6]/[C:7]1[CH:8]=[C:9]([C:19]2[CH:24]=[CH:23][C:22]([O:25][CH3:26])=[CH:21][CH:20]=2)[N:10]([C:12]([O:14][C:15]([CH3:18])([CH3:17])[CH3:16])=[O:13])[CH:11]=1)[CH3:2], predict the reaction product. The product is: [CH2:1]([O:3][C:4](=[O:27])[CH2:5][CH2:6][C:7]1[CH:8]=[C:9]([C:19]2[CH:20]=[CH:21][C:22]([O:25][CH3:26])=[CH:23][CH:24]=2)[N:10]([C:12]([O:14][C:15]([CH3:17])([CH3:18])[CH3:16])=[O:13])[CH:11]=1)[CH3:2]. (3) Given the reactants [CH3:1][O:2][CH2:3][CH2:4][O:5][C:6]1[CH:7]=[C:8]2[C:20]([NH:21][C:22]3[CH:23]=[CH:24][CH:25]=[C:26]([C:28]#[CH:29])[CH:27]=3)=[N:19][CH:18]=[N:17][C:9]2=[CH:10][C:11]=1[O:12][CH2:13][CH2:14][O:15][CH3:16].Cl.CN(C)C=O.CN1CCCC1=O.C(Cl)(Cl)[Cl:44], predict the reaction product. The product is: [Cl:44][C:20]1[C:8]2[C:9](=[CH:10][C:11]([O:12][CH2:13][CH2:14][O:15][CH3:16])=[C:6]([O:5][CH2:4][CH2:3][O:2][CH3:1])[CH:7]=2)[N:17]=[CH:18][N:19]=1.[C:28]([C:26]1[CH:27]=[C:22]([CH:23]=[CH:24][CH:25]=1)[NH2:21])#[CH:29]. (4) The product is: [Br:3][C:4]1[CH:9]=[CH:8][C:7]([CH2:10][C@@H:11]([NH:15][C:16](=[O:17])[O:18][C:19]([CH3:22])([CH3:21])[CH3:20])[C:12]2[NH:61][C:56]3[CH:55]=[C:54]([F:53])[CH:59]=[CH:58][C:57]=3[N:60]=2)=[CH:6][CH:5]=1. Given the reactants N#N.[Br:3][C:4]1[CH:9]=[CH:8][C:7]([CH2:10][C@@H:11]([NH:15][C:16]([O:18][C:19]([CH3:22])([CH3:21])[CH3:20])=[O:17])[C:12](O)=O)=[CH:6][CH:5]=1.C(N1CCOCC1)C.CN(C(ON1N=NC2C=CC=CC1=2)=[N+](C)C)C.[B-](F)(F)(F)F.[F:53][C:54]1[CH:55]=[C:56]([NH2:61])[C:57]([NH2:60])=[CH:58][CH:59]=1, predict the reaction product.